From a dataset of Reaction yield outcomes from USPTO patents with 853,638 reactions. Predict the reaction yield, written as a fraction of the theoretical maximum amount of product (1.0 means a 100% yield; for example, 0.34 means a 34% yield). (1) The reactants are [Cl-].[Al+3].[Cl-].[Cl-].[C:5]1(=[O:11])[O:10][C:8](=[O:9])[CH2:7][CH2:6]1.[S:12]1[CH:16]=[CH:15][CH:14]=[CH:13]1.Cl. The catalyst is C(Cl)Cl. The product is [O:11]=[C:5]([C:13]1[S:12][CH:16]=[CH:15][CH:14]=1)[CH2:6][CH2:7][C:8]([OH:10])=[O:9]. The yield is 0.380. (2) The reactants are Br[C:2]1[CH:24]=[N:23][C:5]2[N:6]([CH2:15][O:16][CH2:17][CH2:18][Si:19]([CH3:22])([CH3:21])[CH3:20])[C:7]3[CH:12]=[N:11][C:10]([C:13]#[N:14])=[CH:9][C:8]=3[C:4]=2[CH:3]=1.[CH3:25][C:26]([OH:30])([C:28]#[CH:29])[CH3:27]. The catalyst is O1CCOCC1.C(Cl)Cl.O.[Cu]I.C1C=CC([P]([Pd]([P](C2C=CC=CC=2)(C2C=CC=CC=2)C2C=CC=CC=2)([P](C2C=CC=CC=2)(C2C=CC=CC=2)C2C=CC=CC=2)[P](C2C=CC=CC=2)(C2C=CC=CC=2)C2C=CC=CC=2)(C2C=CC=CC=2)C2C=CC=CC=2)=CC=1. The product is [OH:30][C:26]([CH3:27])([CH3:25])[C:28]#[C:29][C:2]1[CH:24]=[N:23][C:5]2[N:6]([CH2:15][O:16][CH2:17][CH2:18][Si:19]([CH3:22])([CH3:21])[CH3:20])[C:7]3[CH:12]=[N:11][C:10]([C:13]#[N:14])=[CH:9][C:8]=3[C:4]=2[CH:3]=1. The yield is 1.24. (3) The reactants are C[O:2][C:3](=O)[CH2:4][O:5][C:6]1[CH:7]=[C:8]([CH:13]=[CH:14][CH:15]=1)[C:9]([O:11][CH3:12])=[O:10].O.[NH2:18][NH2:19].O. The catalyst is CO. The product is [NH:18]([C:3](=[O:2])[CH2:4][O:5][C:6]1[CH:7]=[C:8]([CH:13]=[CH:14][CH:15]=1)[C:9]([O:11][CH3:12])=[O:10])[NH2:19]. The yield is 0.800. (4) The reactants are [OH:1][C:2]1[CH:12]=[CH:11][C:5]([C:6]([O:8][CH2:9][CH3:10])=[O:7])=[CH:4][C:3]=1[N+:13]([O-:15])=[O:14].C(O)(=O)C.[Br:20]Br. The catalyst is O. The product is [Br:20][C:12]1[CH:11]=[C:5]([CH:4]=[C:3]([N+:13]([O-:15])=[O:14])[C:2]=1[OH:1])[C:6]([O:8][CH2:9][CH3:10])=[O:7]. The yield is 0.950. (5) The reactants are O1CCCC1.C(OC([N:13]([CH2:46][C:47]([O:49]C(C)(C)C)=[O:48])[C:14]1[CH:19]=[CH:18][CH:17]=[C:16]([CH:20]([CH2:31][C:32]2[CH:37]=[CH:36][C:35]([C:38]([CH3:45])([CH3:44])[CH2:39][C:40]([CH3:43])([CH3:42])[CH3:41])=[CH:34][CH:33]=2)[NH:21][S:22]([C:25]2[CH:30]=[CH:29][CH:28]=[CH:27][N:26]=2)(=[O:24])=[O:23])[N:15]=1)=O)(C)(C)C.Cl.[OH-].[Na+]. The catalyst is O. The product is [CH3:45][C:38]([C:35]1[CH:34]=[CH:33][C:32]([CH2:31][CH:20]([NH:21][S:22]([C:25]2[CH:30]=[CH:29][CH:28]=[CH:27][N:26]=2)(=[O:24])=[O:23])[C:16]2[N:15]=[C:14]([NH:13][CH2:46][C:47]([OH:49])=[O:48])[CH:19]=[CH:18][CH:17]=2)=[CH:37][CH:36]=1)([CH3:44])[CH2:39][C:40]([CH3:41])([CH3:42])[CH3:43]. The yield is 0.870.